Dataset: Full USPTO retrosynthesis dataset with 1.9M reactions from patents (1976-2016). Task: Predict the reactants needed to synthesize the given product. (1) Given the product [C:1]([C:13]1[CH:14]=[C:15]([CH:18]=[CH:19][CH:20]=1)[CH2:16][NH:28][CH2:27][C:26]1[CH:25]=[CH:24][C:23]([C:22]([F:21])([F:31])[F:32])=[CH:30][CH:29]=1)#[C:2][CH2:3][CH2:4][CH2:5][CH2:6][CH2:7][CH2:8][CH2:9][CH2:10][CH2:11][CH3:12], predict the reactants needed to synthesize it. The reactants are: [C:1]([C:13]1[CH:14]=[C:15]([CH:18]=[CH:19][CH:20]=1)[CH:16]=O)#[C:2][CH2:3][CH2:4][CH2:5][CH2:6][CH2:7][CH2:8][CH2:9][CH2:10][CH2:11][CH3:12].[F:21][C:22]([F:32])([F:31])[C:23]1[CH:30]=[CH:29][C:26]([CH2:27][NH2:28])=[CH:25][CH:24]=1. (2) Given the product [CH3:23][N:24]([CH3:37])[S:25]([C:28]1[CH:29]=[C:30]([CH:34]=[CH:35][CH:36]=1)[C:31]([O:18][C:14]1[CH:15]=[CH:16][CH:17]=[C:12]([C:11]2[C:10]3[C:5](=[C:6]([C:19]([F:22])([F:20])[F:21])[CH:7]=[CH:8][CH:9]=3)[N:4]=[CH:3][C:2]=2[CH3:1])[CH:13]=1)=[O:32])(=[O:26])=[O:27], predict the reactants needed to synthesize it. The reactants are: [CH3:1][C:2]1[CH:3]=[N:4][C:5]2[C:10]([C:11]=1[C:12]1[CH:13]=[C:14]([OH:18])[CH:15]=[CH:16][CH:17]=1)=[CH:9][CH:8]=[CH:7][C:6]=2[C:19]([F:22])([F:21])[F:20].[CH3:23][N:24]([CH3:37])[S:25]([C:28]1[CH:29]=[C:30]([CH:34]=[CH:35][CH:36]=1)[C:31](O)=[O:32])(=[O:27])=[O:26]. (3) Given the product [C:1]([C:3]1[CH:8]=[CH:7][C:6]([CH2:9][CH2:10][C:11]([O:13][CH2:14][CH3:15])=[O:12])=[CH:5][CH:4]=1)#[N:2], predict the reactants needed to synthesize it. The reactants are: [C:1]([C:3]1[CH:8]=[CH:7][C:6](/[CH:9]=[CH:10]/[C:11]([O:13][CH2:14][CH3:15])=[O:12])=[CH:5][CH:4]=1)#[N:2].C(O)=O. (4) Given the product [NH2:1][C:2]1[C:3]2[N:4]([C:8]([C@H:12]3[CH2:22][N:16]4[C:17](=[O:21])[CH2:18][NH:19][CH2:20][C@@H:15]4[CH2:14][CH2:13]3)=[N:9][C:10]=2[C:43]2[CH:42]=[CH:41][C:27]([C:28]([NH:30][C:31]3[CH:36]=[C:35]([C:37]([F:40])([F:38])[F:39])[CH:34]=[CH:33][N:32]=3)=[O:29])=[CH:26][C:25]=2[O:24][CH3:23])[CH:5]=[CH:6][N:7]=1, predict the reactants needed to synthesize it. The reactants are: [NH2:1][C:2]1[C:3]2[N:4]([C:8]([C@H:12]3[CH2:22][N:16]4[C:17](=[O:21])[CH2:18][NH:19][CH2:20][C@@H:15]4[CH2:14][CH2:13]3)=[N:9][C:10]=2Br)[CH:5]=[CH:6][N:7]=1.[CH3:23][O:24][C:25]1[CH:26]=[C:27]([CH:41]=[CH:42][C:43]=1B1OC(C)(C)C(C)(C)O1)[C:28]([NH:30][C:31]1[CH:36]=[C:35]([C:37]([F:40])([F:39])[F:38])[CH:34]=[CH:33][N:32]=1)=[O:29].C([O-])([O-])=O.[K+].[K+]. (5) Given the product [NH2:7][C:16]1[S:17][C@:18]2(/[CH:33]=[CH:34]/[C:35]([NH:37][CH2:38][CH2:39][O:40][CH3:41])=[O:36])[C@H:20]([C@:21]([C:25]3[CH:30]=[C:29]([NH2:31])[CH:28]=[CH:27][C:26]=3[F:32])([CH2:23][F:24])[N:22]=1)[CH2:19]2, predict the reactants needed to synthesize it. The reactants are: C(OC(=O)[N:7]([C:16]1[S:17][C@:18]2(/[CH:33]=[CH:34]/[C:35]([NH:37][CH2:38][CH2:39][O:40][CH3:41])=[O:36])[C@H:20]([C@:21]([C:25]3[CH:30]=[C:29]([NH2:31])[CH:28]=[CH:27][C:26]=3[F:32])([CH2:23][F:24])[N:22]=1)[CH2:19]2)COCC[Si](C)(C)C)(C)(C)C.C(O)(C(F)(F)F)=O.OS(O)(=O)=O. (6) Given the product [Cl:22][C:23]1[C:24]([F:45])=[C:25]([CH2:29][CH2:30][C@H:31]2[C:40]3[C:35](=[CH:36][C:37]([O:43][CH3:44])=[C:38]([O:41][CH3:42])[CH:39]=3)[CH2:34][CH2:33][N:32]2[C@H:4]([C:5]2[CH:6]=[CH:7][CH:8]=[CH:9][CH:10]=2)[C:1]([NH2:2])=[O:3])[CH:26]=[CH:27][CH:28]=1, predict the reactants needed to synthesize it. The reactants are: [C:1]([CH:4](OS(C1C=CC(C)=CC=1)(=O)=O)[C:5]1[CH:10]=[CH:9][CH:8]=[CH:7][CH:6]=1)(=[O:3])[NH2:2].[Cl:22][C:23]1[C:24]([F:45])=[C:25]([CH2:29][CH2:30][C@H:31]2[C:40]3[C:35](=[CH:36][C:37]([O:43][CH3:44])=[C:38]([O:41][CH3:42])[CH:39]=3)[CH2:34][CH2:33][NH:32]2)[CH:26]=[CH:27][CH:28]=1. (7) Given the product [CH2:16]([N:8]([C:5]1[CH:4]=[CH:3][C:2]([Br:1])=[CH:7][CH:6]=1)[C:9](=[O:15])[O:10][C:11]([CH3:12])([CH3:14])[CH3:13])[C:17]1[CH:22]=[CH:21][CH:20]=[CH:19][CH:18]=1, predict the reactants needed to synthesize it. The reactants are: [Br:1][C:2]1[CH:7]=[CH:6][C:5]([NH:8][C:9](=[O:15])[O:10][C:11]([CH3:14])([CH3:13])[CH3:12])=[CH:4][CH:3]=1.[CH2:16](Br)[C:17]1[CH:22]=[CH:21][CH:20]=[CH:19][CH:18]=1.[H-].[Na+].